This data is from Forward reaction prediction with 1.9M reactions from USPTO patents (1976-2016). The task is: Predict the product of the given reaction. Given the reactants CCN=C=NC[CH2:7][CH2:8]N(C)C.[F:12][C:13]1[CH:18]=[C:17]([I:19])[CH:16]=[CH:15][C:14]=1[NH:20][C:21]1[C:29]([C:30](O)=[O:31])=[C:28]2[N:24]([CH2:25][CH2:26][CH2:27]2)[C:23](=[O:33])[CH:22]=1.Cl.C(O[O:38][NH2:39])C, predict the reaction product. The product is: [CH2:7]([O:38][NH:39][C:30]([C:29]1[C:21]([NH:20][C:14]2[CH:15]=[CH:16][C:17]([I:19])=[CH:18][C:13]=2[F:12])=[CH:22][C:23](=[O:33])[N:24]2[C:28]=1[CH2:27][CH2:26][CH2:25]2)=[O:31])[CH3:8].